From a dataset of Reaction yield outcomes from USPTO patents with 853,638 reactions. Predict the reaction yield, written as a fraction of the theoretical maximum amount of product (1.0 means a 100% yield; for example, 0.34 means a 34% yield). (1) The reactants are [Cl:1][C:2]1[CH:7]=[C:6]2[NH:8][C:9](=[O:32])[C:10]3([CH:15]([C:16]4[CH:21]=[C:20]([C:22]([O:24]C)=[O:23])[CH:19]=[C:18]([Cl:26])[CH:17]=4)[CH2:14][C:13](=[O:27])[NH:12][CH:11]3[C:28](=[CH2:31])[CH2:29][CH3:30])[C:5]2=[CH:4][CH:3]=1.O1CCCC1.[OH-].[Na+]. The catalyst is CO. The product is [Cl:1][C:2]1[CH:7]=[C:6]2[NH:8][C:9](=[O:32])[C:10]3([CH:15]([C:16]4[CH:21]=[C:20]([C:22]([OH:24])=[O:23])[CH:19]=[C:18]([Cl:26])[CH:17]=4)[CH2:14][C:13](=[O:27])[NH:12][CH:11]3[C:28](=[CH2:31])[CH2:29][CH3:30])[C:5]2=[CH:4][CH:3]=1. The yield is 0.990. (2) The reactants are [C:1]([C:3](=[N:9]O)[C:4]([O:6][CH2:7][CH3:8])=[O:5])#[N:2].CCCCCCC.II. The product is [CH2:7]([O:6][C:4](=[O:5])[CH:3]([NH2:9])[C:1]#[N:2])[CH3:8]. The yield is 0.960. The catalyst is C(O)(=O)C.CCOC(C)=O.[Pt]. (3) The reactants are [CH3:1][O:2][C:3]1[CH:8]=[C:7]([O:9][CH3:10])[CH:6]=[CH:5][C:4]=1[CH2:11][NH2:12].[Br:13][C:14]1[CH:15]=[C:16]([C:22](OC)=[O:23])[N:17]([CH2:19][CH2:20]Br)[CH:18]=1. The catalyst is CS(C)=O. The product is [Br:13][C:14]1[CH:15]=[C:16]2[C:22](=[O:23])[N:12]([CH2:11][C:4]3[CH:5]=[CH:6][C:7]([O:9][CH3:10])=[CH:8][C:3]=3[O:2][CH3:1])[CH2:20][CH2:19][N:17]2[CH:18]=1. The yield is 0.850. (4) The reactants are [NH2:1][C:2]1[CH:3]=[C:4]([CH:22]=[CH:23][CH:24]=1)[O:5][C:6]1[CH:7]=[CH:8][C:9]2[N:10]([CH:12]=[C:13]([NH:15][C:16](=[O:21])[CH2:17][CH:18]3[CH2:20][CH2:19]3)[N:14]=2)[N:11]=1.[CH3:25][N:26]1[C:30]([C:31](Cl)=[O:32])=[CH:29][C:28]([CH3:34])=[N:27]1.[CH3:35]N(C)C(=O)C. No catalyst specified. The product is [CH:18]1([CH2:17][C:16]([NH:15][C:13]2[N:14]=[C:9]3[CH:8]=[CH:7][C:6]([O:5][C:4]4[CH:22]=[CH:23][C:24]([CH3:35])=[C:2]([NH:1][C:31]([C:30]5[N:26]([CH3:25])[N:27]=[C:28]([CH3:34])[CH:29]=5)=[O:32])[CH:3]=4)=[N:11][N:10]3[CH:12]=2)=[O:21])[CH2:19][CH2:20]1. The yield is 0.610. (5) The reactants are [F:1][C:2]1[C:10]([C:11]([F:14])([F:13])[F:12])=[CH:9][CH:8]=[CH:7][C:3]=1[C:4](Cl)=[O:5].[CH3:15][NH:16][C:17]1[CH:18]=[N:19][CH:20]=[CH:21][C:22]=1[C:23]1[CH:28]=[CH:27][CH:26]=[CH:25][C:24]=1[CH3:29].CCN(C(C)C)C(C)C. The catalyst is C1COCC1. The product is [F:1][C:2]1[C:10]([C:11]([F:14])([F:13])[F:12])=[CH:9][CH:8]=[CH:7][C:3]=1[C:4]([N:16]([CH3:15])[C:17]1[CH:18]=[N:19][CH:20]=[CH:21][C:22]=1[C:23]1[CH:28]=[CH:27][CH:26]=[CH:25][C:24]=1[CH3:29])=[O:5]. The yield is 0.830.